This data is from Full USPTO retrosynthesis dataset with 1.9M reactions from patents (1976-2016). The task is: Predict the reactants needed to synthesize the given product. Given the product [OH:2][C:3]1[CH:4]=[C:5]2[C:13](=[CH:14][CH:15]=1)[O:12][C:11]1[C:10]3[CH:16]=[CH:17][CH:18]=[CH:19][C:9]=3[C:8](=[O:20])[NH:7][C:6]2=1, predict the reactants needed to synthesize it. The reactants are: C[O:2][C:3]1[CH:4]=[C:5]2[C:13](=[CH:14][CH:15]=1)[O:12][C:11]1[C:10]3[CH:16]=[CH:17][CH:18]=[CH:19][C:9]=3[C:8](=[O:20])[NH:7][C:6]2=1.B(Br)(Br)Br.